This data is from Reaction yield outcomes from USPTO patents with 853,638 reactions. The task is: Predict the reaction yield, written as a fraction of the theoretical maximum amount of product (1.0 means a 100% yield; for example, 0.34 means a 34% yield). (1) The reactants are [CH:1]1([C:7]2[C:8]3[CH:9]=[CH:10][C:11]([C:40]([O:42]C(C)(C)C)=[O:41])=[CH:12][C:13]=3[N:14]3[CH2:20][C:19]([C:21]4[O:25][CH:24]=[N:23][C:22]=4[C:26]([N:28]4[CH2:33][CH2:32][O:31][CH2:30][CH2:29]4)=[O:27])=[CH:18][C:17]4[CH:34]=[C:35]([O:38][CH3:39])[CH:36]=[CH:37][C:16]=4[C:15]=23)[CH2:6][CH2:5][CH2:4][CH2:3][CH2:2]1.C(O)(C(F)(F)F)=O. The catalyst is ClCCCl. The product is [CH:1]1([C:7]2[C:8]3[CH:9]=[CH:10][C:11]([C:40]([OH:42])=[O:41])=[CH:12][C:13]=3[N:14]3[CH2:20][C:19]([C:21]4[O:25][CH:24]=[N:23][C:22]=4[C:26]([N:28]4[CH2:33][CH2:32][O:31][CH2:30][CH2:29]4)=[O:27])=[CH:18][C:17]4[CH:34]=[C:35]([O:38][CH3:39])[CH:36]=[CH:37][C:16]=4[C:15]=23)[CH2:2][CH2:3][CH2:4][CH2:5][CH2:6]1. The yield is 0.970. (2) The reactants are [CH2:1]([O:8][N:9]1[C:15](=[O:16])[N:14]2[CH2:17][C@H:10]1[CH2:11][CH2:12][C@H:13]2[C:18]([OH:20])=O)[C:2]1[CH:7]=[CH:6][CH:5]=[CH:4][CH:3]=1.[C:21]([NH:24][NH2:25])(=[O:23])[CH3:22].ON1C2C=CC=CC=2N=N1.Cl.C(N=C=NCCCN(C)C)C. The catalyst is C(Cl)Cl. The product is [C:21]([NH:24][NH:25][C:18]([C@@H:13]1[CH2:12][CH2:11][C@@H:10]2[CH2:17][N:14]1[C:15](=[O:16])[N:9]2[O:8][CH2:1][C:2]1[CH:3]=[CH:4][CH:5]=[CH:6][CH:7]=1)=[O:20])(=[O:23])[CH3:22]. The yield is 0.600. (3) The reactants are I[C:2]1[CH:3]=[C:4]([CH3:9])[CH:5]=[C:6]([CH3:8])[CH:7]=1.[CH:10]1([SH:16])[CH2:15][CH2:14][CH2:13][CH2:12][CH2:11]1.C([O-])([O-])=O.[K+].[K+].C(O)CO. The catalyst is [Cu]I.CC(O)C. The product is [CH3:8][C:6]1[CH:7]=[C:2]([S:16][CH:10]2[CH2:15][CH2:14][CH2:13][CH2:12][CH2:11]2)[CH:3]=[C:4]([CH3:9])[CH:5]=1. The yield is 0.710.